Dataset: Catalyst prediction with 721,799 reactions and 888 catalyst types from USPTO. Task: Predict which catalyst facilitates the given reaction. Reactant: [N+:1]([C:4]1[CH:12]=[CH:11][C:10]2[NH:9][C:8]([CH2:13][CH2:14][CH2:15][O:16]C3CCCCO3)=[CH:7][C:6]=2[C:5]=1[C:23]([O:25][CH3:26])=[O:24])([O-:3])=[O:2]. Product: [OH:16][CH2:15][CH2:14][CH2:13][C:8]1[NH:9][C:10]2[CH:11]=[CH:12][C:4]([N+:1]([O-:3])=[O:2])=[C:5]([C:23]([O:25][CH3:26])=[O:24])[C:6]=2[CH:7]=1. The catalyst class is: 209.